Dataset: Forward reaction prediction with 1.9M reactions from USPTO patents (1976-2016). Task: Predict the product of the given reaction. (1) Given the reactants C[Si](C)(C)[N-][Si](C)(C)C.[Li+].[O:11]=[C:12]1[CH2:17][CH2:16][CH:15]([C:18]([O:20][CH2:21][CH3:22])=[O:19])[CH2:14][CH2:13]1.I[CH3:24], predict the reaction product. The product is: [CH3:24][CH:13]1[C:12](=[O:11])[CH2:17][CH2:16][CH:15]([C:18]([O:20][CH2:21][CH3:22])=[O:19])[CH2:14]1. (2) The product is: [F:9][C:12]1[CH:11]=[CH:10][C:30]([CH:31]([OH:27])[C:2]([F:4])([F:3])[F:1])=[CH:29][CH:28]=1. Given the reactants [F:1][C:2]([Si](C)(C)C)([F:4])[F:3].[F-:9].[CH2:10]([N+](CCCC)(CCCC)CCCC)[CH2:11][CH2:12]C.[O:27]1[CH2:31][CH2:30][CH2:29][CH2:28]1, predict the reaction product. (3) Given the reactants [Cl:1][C:2]1[CH:10]=[C:9]2[C:5]([C:6]([C:11]([N:13]3[CH2:18][CH2:17][CH:16]([N:19]4[C:23]5[CH:24]=[CH:25][CH:26]=[CH:27][C:22]=5[NH:21][C:20]4=[O:28])[CH2:15][CH2:14]3)=[O:12])=[CH:7][NH:8]2)=[CH:4][CH:3]=1.[H-].[Na+].[N:31]1([C:37](Cl)=[O:38])[CH2:36][CH2:35][CH2:34][CH2:33][CH2:32]1, predict the reaction product. The product is: [Cl:1][C:2]1[CH:10]=[C:9]2[C:5]([C:6]([C:11]([N:13]3[CH2:18][CH2:17][CH:16]([N:19]4[C:23]5[CH:24]=[CH:25][CH:26]=[CH:27][C:22]=5[NH:21][C:20]4=[O:28])[CH2:15][CH2:14]3)=[O:12])=[CH:7][N:8]2[C:37]([N:31]2[CH2:36][CH2:35][CH2:34][CH2:33][CH2:32]2)=[O:38])=[CH:4][CH:3]=1. (4) Given the reactants O[C:2]1[C:7]([CH3:8])=[C:6]([CH2:9][C:10]2[C:15]([CH3:16])=[CH:14][C:13]([CH3:17])=[CH:12][C:11]=2[CH3:18])[N:5]=[C:4]([CH3:19])[N:3]=1.O=P(Cl)(Cl)[Cl:22], predict the reaction product. The product is: [Cl:22][C:2]1[C:7]([CH3:8])=[C:6]([CH2:9][C:10]2[C:15]([CH3:16])=[CH:14][C:13]([CH3:17])=[CH:12][C:11]=2[CH3:18])[N:5]=[C:4]([CH3:19])[N:3]=1. (5) The product is: [Cl:19][C:20]1[C:24]([Cl:25])=[C:23]([CH3:26])[NH:22][C:21]=1[C:27]([NH:29][CH:30]1[CH2:35][CH2:34][N:33]([CH:7]2[CH2:6][N:5]([C:10]([O:12][C:13]([CH3:16])([CH3:15])[CH3:14])=[O:11])[C@H:4]([C:3]([O:2][CH3:1])=[O:17])[CH2:8]2)[CH2:32][CH2:31]1)=[O:28]. Given the reactants [CH3:1][O:2][C:3](=[O:17])[C@@H:4]1[CH2:8][C@@H:7](O)[CH2:6][N:5]1[C:10]([O:12][C:13]([CH3:16])([CH3:15])[CH3:14])=[O:11].Cl.[Cl:19][C:20]1[C:24]([Cl:25])=[C:23]([CH3:26])[NH:22][C:21]=1[C:27]([NH:29][CH:30]1[CH2:35][CH2:34][NH:33][CH2:32][CH2:31]1)=[O:28].C(O[BH-](OC(=O)C)OC(=O)C)(=O)C.[Na+].C(O)(=O)C, predict the reaction product. (6) The product is: [C:1]([O:5][C:6]([N:8]1[CH2:12][CH:11]([OH:13])[CH2:10][C@@:9]1([C:21](=[O:30])[C:22]1[CH:27]=[CH:26][C:25]([Cl:28])=[C:24]([Cl:29])[CH:23]=1)[CH2:31][CH2:32][CH3:33])=[O:7])([CH3:2])([CH3:3])[CH3:4]. Given the reactants [C:1]([O:5][C:6]([N:8]1[CH2:12][CH:11]([O:13][Si](C(C)(C)C)(C)C)[CH2:10][C@:9]1([CH2:31][CH2:32][CH3:33])[C:21](=[O:30])[C:22]1[CH:27]=[CH:26][C:25]([Cl:28])=[C:24]([Cl:29])[CH:23]=1)=[O:7])([CH3:4])([CH3:3])[CH3:2].C[N+](C)(C)C.[F-], predict the reaction product. (7) Given the reactants [OH:1][C:2]1[CH:7]=[CH:6][C:5]([N:8]2[C:17]([CH3:18])=[CH:16][C:15]3[C:10](=[CH:11][CH:12]=[CH:13][CH:14]=3)[C:9]2=[O:19])=[CH:4][CH:3]=1.Br.Br[CH2:22][CH2:23][CH2:24][N:25]1[CH2:30][CH2:29][CH2:28][CH2:27][CH2:26]1.C(=O)([O-])[O-].[K+].[K+], predict the reaction product. The product is: [CH3:18][C:17]1[N:8]([C:5]2[CH:6]=[CH:7][C:2]([O:1][CH2:22][CH2:23][CH2:24][N:25]3[CH2:30][CH2:29][CH2:28][CH2:27][CH2:26]3)=[CH:3][CH:4]=2)[C:9](=[O:19])[C:10]2[C:15]([CH:16]=1)=[CH:14][CH:13]=[CH:12][CH:11]=2. (8) Given the reactants [NH:1]1[CH2:4][CH:3]([CH2:5][C:6]2[N:7]([CH3:32])[C:8]3[C:13]([N:14]=2)=[C:12]([N:15]2[CH2:20][CH2:19][O:18][CH2:17][CH2:16]2)[N:11]=[C:10]([N:21]2[C:25]4[CH:26]=[CH:27][CH:28]=[CH:29][C:24]=4[N:23]=[C:22]2[CH2:30][CH3:31])[N:9]=3)[CH2:2]1.[O:33]1[CH2:36][C:35](=O)[CH2:34]1, predict the reaction product. The product is: [CH2:30]([C:22]1[N:21]([C:10]2[N:9]=[C:8]3[C:13]([N:14]=[C:6]([CH2:5][CH:3]4[CH2:2][N:1]([CH:35]5[CH2:36][O:33][CH2:34]5)[CH2:4]4)[N:7]3[CH3:32])=[C:12]([N:15]3[CH2:20][CH2:19][O:18][CH2:17][CH2:16]3)[N:11]=2)[C:25]2[CH:26]=[CH:27][CH:28]=[CH:29][C:24]=2[N:23]=1)[CH3:31]. (9) Given the reactants CN(C(ON1N=NC2C=CC=NC1=2)=[N+](C)C)C.F[P-](F)(F)(F)(F)F.[C:25]([O:29][C:30]([NH:32][C:33]1[C:34]([C:43](O)=[O:44])=[CH:35][C:36]2[C:41]([CH:42]=1)=[CH:40][CH:39]=[CH:38][CH:37]=2)=[O:31])([CH3:28])([CH3:27])[CH3:26].[NH2:46][CH:47]([CH:52]1[CH2:57][CH2:56][CH:55]([C:58]([F:61])([F:60])[F:59])[CH2:54][CH2:53]1)[C:48]([O:50][CH3:51])=[O:49].C(N(C(C)C)CC)(C)C, predict the reaction product. The product is: [CH3:28][C:25]([O:29][C:30]([NH:32][C:33]1[C:34]([C:43]([NH:46][CH:47]([C@H:52]2[CH2:57][CH2:56][C@H:55]([C:58]([F:59])([F:60])[F:61])[CH2:54][CH2:53]2)[C:48]([O:50][CH3:51])=[O:49])=[O:44])=[CH:35][C:36]2[C:41]([CH:42]=1)=[CH:40][CH:39]=[CH:38][CH:37]=2)=[O:31])([CH3:26])[CH3:27].[CH3:28][C:25]([O:29][C:30]([NH:32][C:33]1[C:34]([C:43]([NH:46][CH:47]([C@H:52]2[CH2:57][CH2:56][C@@H:55]([C:58]([F:59])([F:60])[F:61])[CH2:54][CH2:53]2)[C:48]([O:50][CH3:51])=[O:49])=[O:44])=[CH:35][C:36]2[C:41]([CH:42]=1)=[CH:40][CH:39]=[CH:38][CH:37]=2)=[O:31])([CH3:26])[CH3:27]. (10) Given the reactants C(OC1C=CN([C:15]2[CH:20]=[CH:19][C:18]([O:21]CCN(C)C)=[CH:17][CH:16]=2)C(=O)C=1)C1C=CC=CC=1.C(OC1C=CNC(=O)C=1)C1C=CC=CC=1.[F:43][C:44]1[CH:58]=[CH:57][C:47]([CH2:48][O:49][C:50]2[CH:55]=[CH:54][NH:53][C:52](=[O:56])[N:51]=2)=[CH:46][CH:45]=1, predict the reaction product. The product is: [F:43][C:44]1[CH:58]=[CH:57][C:47]([CH2:48][O:49][C:50]2[CH:55]=[CH:54][N:53]([C:15]3[CH:20]=[CH:19][C:18]([OH:21])=[CH:17][CH:16]=3)[C:52](=[O:56])[N:51]=2)=[CH:46][CH:45]=1.